Predict the product of the given reaction. From a dataset of Forward reaction prediction with 1.9M reactions from USPTO patents (1976-2016). The product is: [Cl:40][C:35]1[CH:34]=[C:33]([CH2:32][CH2:31][NH:30][C:2]2[N:3]=[C:4]([CH3:29])[CH:5]=[C:6]([C:8]3[CH:28]=[CH:27][CH:26]=[C:10]([CH2:11][N:12]4[CH2:17][CH2:16][NH:15][CH2:14][C@@H:13]4[CH3:25])[CH:9]=3)[N:7]=2)[CH:38]=[CH:37][C:36]=1[OH:39]. Given the reactants Cl[C:2]1[N:7]=[C:6]([C:8]2[CH:9]=[C:10]([CH:26]=[CH:27][CH:28]=2)[CH2:11][N:12]2[CH2:17][CH2:16][N:15](C(OC(C)(C)C)=O)[CH2:14][C@@H:13]2[CH3:25])[CH:5]=[C:4]([CH3:29])[N:3]=1.[NH2:30][CH2:31][CH2:32][C:33]1[CH:38]=[CH:37][C:36]([OH:39])=[C:35]([Cl:40])[CH:34]=1, predict the reaction product.